The task is: Predict which catalyst facilitates the given reaction.. This data is from Catalyst prediction with 721,799 reactions and 888 catalyst types from USPTO. (1) Product: [CH:10]1[C:11]2[CH:12]([CH2:14][O:15][C:16]([NH:18][C@@H:19]([CH2:20][CH2:21][C:64]([N:63]([CH3:66])[CH3:62])=[O:65])[C:24]([O:26][C:27]([CH3:29])([CH3:28])[CH3:30])=[O:25])=[O:17])[C:13]3[C:5](=[CH:4][CH:3]=[CH:2][CH:1]=3)[C:6]=2[CH:7]=[CH:8][CH:9]=1. Reactant: [CH:1]1[C:13]2[CH:12]([CH2:14][O:15][C:16]([NH:18][C@H:19]([C:24]([O:26][C:27]([CH3:30])([CH3:29])[CH3:28])=[O:25])[CH2:20][C:21](O)=O)=[O:17])[C:11]3[C:6](=[CH:7][CH:8]=[CH:9][CH:10]=3)[C:5]=2[CH:4]=[CH:3][CH:2]=1.F[P-](F)(F)(F)(F)F.N1(O[P+](N(C)C)(N(C)C)N(C)C)C2C=CC=CC=2N=N1.CNC.O.[CH3:62][N:63]([CH3:66])[CH:64]=[O:65]. The catalyst class is: 7. (2) Reactant: [Cl:1][C:2]1[CH:7]=[C:6]2[NH:8][C:9](=[O:31])[C:10]3([CH:15]([C:16]4[CH:21]=[CH:20][CH:19]=[C:18]([Cl:22])[CH:17]=4)[CH2:14][C:13](=O)[NH:12][CH:11]3[C:24]3[CH:29]=[CH:28][CH:27]=[C:26]([CH3:30])[CH:25]=3)[C:5]2=[CH:4][CH:3]=1.[BH4-].[Na+]. Product: [Cl:1][C:2]1[CH:7]=[C:6]2[NH:8][C:9](=[O:31])[C:10]3([CH:15]([C:16]4[CH:21]=[CH:20][CH:19]=[C:18]([Cl:22])[CH:17]=4)[CH2:14][CH2:13][NH:12][CH:11]3[C:24]3[CH:29]=[CH:28][CH:27]=[C:26]([CH3:30])[CH:25]=3)[C:5]2=[CH:4][CH:3]=1. The catalyst class is: 5. (3) Reactant: [O:1]1[CH:5]=[CH:4][CH:3]=[C:2]1B(O)O.Br[C:10]1[CH:15]=[CH:14][CH:13]=[CH:12][CH:11]=1.[O-]P([O-])([O-])=O.[K+].[K+].[K+]. Product: [C:10]1([C:2]2[O:1][CH:5]=[CH:4][CH:3]=2)[CH:15]=[CH:14][CH:13]=[CH:12][CH:11]=1. The catalyst class is: 70. (4) Reactant: [Cl:1][C:2]1[CH:3]=[CH:4][C:5]([O:15][CH2:16][C:17]2[CH:22]=[CH:21][CH:20]=[C:19]([F:23])[C:18]=2[F:24])=[C:6]([C:8](=O)[CH2:9][CH2:10][C:11](=O)[CH3:12])[CH:7]=1.[NH2:25][C:26]1[CH:27]=[C:28]([C:32]([CH3:35])=[CH:33][CH:34]=1)[C:29]([OH:31])=[O:30].CC1C=CC(S(O)(=O)=O)=CC=1. Product: [Cl:1][C:2]1[CH:3]=[CH:4][C:5]([O:15][CH2:16][C:17]2[CH:22]=[CH:21][CH:20]=[C:19]([F:23])[C:18]=2[F:24])=[C:6]([C:8]2[N:25]([C:26]3[CH:27]=[C:28]([C:32]([CH3:35])=[CH:33][CH:34]=3)[C:29]([OH:31])=[O:30])[C:11]([CH3:12])=[CH:10][CH:9]=2)[CH:7]=1. The catalyst class is: 291.